From a dataset of Reaction yield outcomes from USPTO patents with 853,638 reactions. Predict the reaction yield, written as a fraction of the theoretical maximum amount of product (1.0 means a 100% yield; for example, 0.34 means a 34% yield). (1) The reactants are [Cl:1][C:2]1[CH:3]=[CH:4][C:5]2[N:6]([C:8]([C:11]3[CH:16]=[CH:15][C:14]([N+:17]([O-])=O)=[CH:13][C:12]=3[O:20][CH3:21])=[CH:9][N:10]=2)[N:7]=1.O.O.Cl[Sn]Cl.C([O-])(O)=O.[Na+]. The catalyst is C(OCC)(=O)C.C(O)C. The product is [Cl:1][C:2]1[CH:3]=[CH:4][C:5]2[N:6]([C:8]([C:11]3[CH:16]=[CH:15][C:14]([NH2:17])=[CH:13][C:12]=3[O:20][CH3:21])=[CH:9][N:10]=2)[N:7]=1. The yield is 0.440. (2) The reactants are [F:1][C:2]([F:14])([F:13])[CH:3]([C:9]([F:12])([F:11])[F:10])[CH:4]([C:6]([OH:8])=[O:7])[NH2:5].C(=O)([O-])[O-].[Na+].[Na+].[C:32]([O:31][C:29](O[C:29]([O:31][C:32]([CH3:35])([CH3:34])[CH3:33])=[O:30])=[O:30])([CH3:35])([CH3:34])[CH3:33]. The catalyst is O1CCOCC1.O. The product is [C:32]([O:31][C:29]([C:4]([NH2:5])([CH:3]([C:2]([F:14])([F:1])[F:13])[C:9]([F:12])([F:10])[F:11])[C:6]([OH:8])=[O:7])=[O:30])([CH3:33])([CH3:34])[CH3:35]. The yield is 0.960. (3) The reactants are Cl[Si:2]([CH:30]1[CH2:35]C[CH2:33][CH2:32][CH2:31]1)([CH:24]1[CH2:29][CH2:28][CH2:27][CH2:26][CH2:25]1)[C:3]1[C:15]2[CH2:14][C:13]3[C:8](=[CH:9][CH:10]=[C:11]([C:16]([CH3:19])(C)[CH3:17])[CH:12]=3)[C:7]=2[CH:6]=[CH:5][C:4]=1[C:20]([CH3:23])([CH3:22])[CH3:21].C(O[CH2:39][CH3:40])C.[CH3:41]N(C)P(=O)(N(C)C)N(C)C.[CH:52]1([Na])[CH:56]=C[CH:54]=[CH:53]1. The catalyst is O1CCCC1. The product is [CH:24]1([Si:2]([CH:40]2[CH2:39][CH2:54][CH2:53][CH2:52][CH2:56]2)([CH:30]2[CH:35]=[CH:33][CH:32]=[CH:31]2)[C:3]2[C:15]3[CH2:14][C:9]4[C:8](=[CH:13][CH:12]=[C:11]([C:16]([CH3:41])([CH3:17])[CH3:19])[CH:10]=4)[C:7]=3[CH:6]=[CH:5][C:4]=2[C:20]([CH3:21])([CH3:22])[CH3:23])[CH2:29][CH2:28][CH2:27][CH2:26][CH2:25]1. The yield is 0.260. (4) The reactants are [H-].[Na+].[CH3:3][C:4]([C:6]1[CH:11]=[CH:10][CH:9]=[C:8]([Cl:12])[CH:7]=1)=[O:5].[C:13](OCC)(=[O:19])[C:14]([O:16][CH2:17][CH3:18])=[O:15].Cl. The catalyst is CN(C=O)C.C(OCC)(=O)C. The product is [CH2:17]([O:16][C:14](=[O:15])[C:13](=[O:19])[CH2:3][C:4]([C:6]1[CH:11]=[CH:10][CH:9]=[C:8]([Cl:12])[CH:7]=1)=[O:5])[CH3:18]. The yield is 0.670. (5) The reactants are O[CH:2]=[C:3]1[C:11]2[C:6](=[CH:7][C:8]([C:12]([C:14]3[CH:19]=[CH:18][C:17]([NH:20][C:21]([C:23]4[S:24][C:25]([C:28](=[O:30])[CH3:29])=[CH:26][CH:27]=4)=[O:22])=[CH:16][CH:15]=3)=[O:13])=[CH:9][CH:10]=2)[NH:5][C:4]1=[O:31].[CH3:32][N:33]1[CH2:38][CH2:37][N:36]([C:39]2[CH:44]=[CH:43][C:42]([NH2:45])=[CH:41][CH:40]=2)[CH2:35][CH2:34]1. The catalyst is C1COCC1. The product is [CH3:32][N:33]1[CH2:34][CH2:35][N:36]([C:39]2[CH:44]=[CH:43][C:42]([NH:45][CH:2]=[C:3]3[C:11]4[C:6](=[CH:7][C:8]([C:12]([C:14]5[CH:19]=[CH:18][C:17]([NH:20][C:21]([C:23]6[S:24][C:25]([C:28](=[O:30])[CH3:29])=[CH:26][CH:27]=6)=[O:22])=[CH:16][CH:15]=5)=[O:13])=[CH:9][CH:10]=4)[NH:5][C:4]3=[O:31])=[CH:41][CH:40]=2)[CH2:37][CH2:38]1. The yield is 0.570.